Dataset: Reaction yield outcomes from USPTO patents with 853,638 reactions. Task: Predict the reaction yield, written as a fraction of the theoretical maximum amount of product (1.0 means a 100% yield; for example, 0.34 means a 34% yield). (1) The reactants are [Br:1][C:2]1[CH:3]=[CH:4][C:5]([C:9]([F:12])([F:11])[F:10])=[C:6]([CH:8]=1)[NH2:7].O[CH2:14][CH:15]([CH2:17]O)O.S(=O)(=O)(O)O. The catalyst is C(OCC)(=O)C.[OH-].[Na+]. The product is [Br:1][C:2]1[CH:3]=[CH:4][C:5]([C:9]([F:10])([F:11])[F:12])=[C:6]2[C:8]=1[CH:14]=[CH:15][CH:17]=[N:7]2. The yield is 0.480. (2) The reactants are [H-].[Na+].[Cl:3][C:4]1[C:13]2[C:8](=[C:9]([Cl:14])[CH:10]=[CH:11][CH:12]=2)[CH:7]=[C:6]([OH:15])[N:5]=1.Br[CH:17]([CH3:19])[CH3:18]. The catalyst is O. The product is [Cl:3][C:4]1[C:13]2[C:8](=[C:9]([Cl:14])[CH:10]=[CH:11][CH:12]=2)[CH:7]=[C:6]([O:15][CH:17]([CH3:19])[CH3:18])[N:5]=1. The yield is 1.00. (3) The reactants are C(NC(C)C)(C)C.C([Li])CCC.[Li+].CC([N-]C(C)C)C.[CH2:21]([N:23]1[C:31]2[C:26](=[CH:27][CH:28]=[C:29]([O:32][CH3:33])[CH:30]=2)[C:25]([C:34]#[N:35])=[CH:24]1)[CH3:22].[CH2:36]([Sn:40](I)([CH2:45][CH2:46][CH2:47][CH3:48])[CH2:41][CH2:42][CH2:43][CH3:44])[CH2:37][CH2:38][CH3:39]. The catalyst is C1COCC1. The product is [CH2:21]([N:23]1[C:31]2[C:26](=[CH:27][CH:28]=[C:29]([O:32][CH3:33])[CH:30]=2)[C:25]([C:34]#[N:35])=[C:24]1[Sn:40]([CH2:41][CH2:42][CH2:43][CH3:44])([CH2:45][CH2:46][CH2:47][CH3:48])[CH2:36][CH2:37][CH2:38][CH3:39])[CH3:22]. The yield is 0.980. (4) The reactants are [CH3:1][O:2][C:3]1[C:24]([O:25][CH3:26])=[CH:23][C:6]2[NH:7][C:8]([C:10]([NH:12][C:13]3[CH:22]=[CH:21][CH:20]=[CH:19][C:14]=3[C:15]([O:17]C)=[O:16])=[O:11])=[N:9][C:5]=2[CH:4]=1.[OH-].[Na+]. The catalyst is C1COCC1.CO. The product is [CH3:1][O:2][C:3]1[C:24]([O:25][CH3:26])=[CH:23][C:6]2[NH:7][C:8]([C:10]([NH:12][C:13]3[CH:22]=[CH:21][CH:20]=[CH:19][C:14]=3[C:15]([OH:17])=[O:16])=[O:11])=[N:9][C:5]=2[CH:4]=1. The yield is 0.471. (5) The reactants are [CH3:1][C:2]1[N:6]([C:7]2[N:15]=[C:14]3[C:10]([N:11]=[C:12]([CH:17]=O)[N:13]3[CH3:16])=[C:9]([N:19]3[CH2:24][CH2:23][O:22][CH2:21][CH2:20]3)[N:8]=2)[C:5]2[CH:25]=[CH:26][CH:27]=[CH:28][C:4]=2[N:3]=1.[NH:29]1[CH2:32][CH:31]([C:33]([OH:36])([CH3:35])[CH3:34])[CH2:30]1.COC(OC)OC.C(O)(=O)C.C(O[BH-](OC(=O)C)OC(=O)C)(=O)C.[Na+]. The yield is 0.230. The product is [CH3:16][N:13]1[C:12]([CH2:17][N:29]2[CH2:32][CH:31]([C:33]([OH:36])([CH3:35])[CH3:34])[CH2:30]2)=[N:11][C:10]2[C:14]1=[N:15][C:7]([N:6]1[C:5]3[CH:25]=[CH:26][CH:27]=[CH:28][C:4]=3[N:3]=[C:2]1[CH3:1])=[N:8][C:9]=2[N:19]1[CH2:20][CH2:21][O:22][CH2:23][CH2:24]1. The catalyst is ClCCCl. (6) The reactants are [CH3:1][O:2][C:3]1[CH:8]=[CH:7][N:6]=[C:5]([N:9](C)[C:10](=O)OC(C)(C)C)[CH:4]=1. The catalyst is C(O)(C(F)(F)F)=O. The product is [CH3:1][O:2][C:3]1[CH:8]=[CH:7][N:6]=[C:5]([NH:9][CH3:10])[CH:4]=1. The yield is 0.930. (7) The reactants are [Br:1][C:2]1[CH:3]=[C:4]([N:9]2C(=O)[O:12][N:11]=[C:10]2[C:15]2[C:16]([NH:20][CH2:21][CH2:22][NH:23][S:24]([NH2:27])(=[O:26])=[O:25])=[N:17][O:18][N:19]=2)[CH:5]=[CH:6][C:7]=1[F:8].C1COCC1.[OH-].[Na+].P(=O)(O)(O)O. The catalyst is O.C(OC)(C)(C)C. The product is [NH2:27][S:24]([NH:23][CH2:22][CH2:21][NH:20][C:16]1[C:15]([C:10](=[N:11][OH:12])[NH:9][C:4]2[CH:5]=[CH:6][C:7]([F:8])=[C:2]([Br:1])[CH:3]=2)=[N:19][O:18][N:17]=1)(=[O:25])=[O:26]. The yield is 0.954.